This data is from Forward reaction prediction with 1.9M reactions from USPTO patents (1976-2016). The task is: Predict the product of the given reaction. (1) The product is: [N:28]([CH2:16][C@@H:14]1[CH2:13][C@H:12]([N:8]2[C:4]3[N:5]=[CH:6][N:7]=[C:2]([NH2:1])[C:3]=3[C:10]([I:11])=[CH:9]2)[CH2:15]1)=[N+:29]=[N-:30]. Given the reactants [NH2:1][C:2]1[C:3]2[C:10]([I:11])=[CH:9][N:8]([C@@H:12]3[CH2:15][C@H:14]([CH2:16]OS(C4C=CC(C)=CC=4)(=O)=O)[CH2:13]3)[C:4]=2[N:5]=[CH:6][N:7]=1.[N-:28]=[N+:29]=[N-:30].[Na+].CN(C=O)C, predict the reaction product. (2) Given the reactants [CH:1]([NH:4][C:5]1[CH:10]=[CH:9][C:8]([NH2:11])=[CH:7][N:6]=1)([CH3:3])[CH3:2].C(N(CC)CC)C.[Cl:19][C:20]1[C:25]([C:26](Cl)=[O:27])=[C:24]([F:29])[C:23]([NH:30][S:31]([CH2:34][CH2:35][CH3:36])(=[O:33])=[O:32])=[CH:22][CH:21]=1, predict the reaction product. The product is: [Cl:19][C:20]1[C:25]([C:26]([NH:11][C:8]2[CH:7]=[N:6][C:5]([NH:4][CH:1]([CH3:3])[CH3:2])=[CH:10][CH:9]=2)=[O:27])=[C:24]([F:29])[C:23]([NH:30][S:31]([CH2:34][CH2:35][CH3:36])(=[O:33])=[O:32])=[CH:22][CH:21]=1. (3) Given the reactants [H-].[Na+].[C:3](OCC)(=O)CC(OCC)=O.[Br:14][C:15]1[CH:16]=[C:17]([N+:22]([O-:24])=[O:23])[C:18](Cl)=[N:19][CH:20]=1.[NH4+].[Cl-], predict the reaction product. The product is: [Br:14][C:15]1[CH:16]=[C:17]([N+:22]([O-:24])=[O:23])[C:18]([CH3:3])=[N:19][CH:20]=1.